From a dataset of NCI-60 drug combinations with 297,098 pairs across 59 cell lines. Regression. Given two drug SMILES strings and cell line genomic features, predict the synergy score measuring deviation from expected non-interaction effect. Drug 1: C1CCN(CC1)CCOC2=CC=C(C=C2)C(=O)C3=C(SC4=C3C=CC(=C4)O)C5=CC=C(C=C5)O. Drug 2: C1CCC(CC1)NC(=O)N(CCCl)N=O. Cell line: KM12. Synergy scores: CSS=19.8, Synergy_ZIP=-4.58, Synergy_Bliss=0.362, Synergy_Loewe=-4.00, Synergy_HSA=-3.60.